This data is from Full USPTO retrosynthesis dataset with 1.9M reactions from patents (1976-2016). The task is: Predict the reactants needed to synthesize the given product. (1) The reactants are: [F:1][CH:2]([F:25])[O:3][C:4]1[CH:9]=[C:8]([F:10])[C:7]([F:11])=[CH:6][C:5]=1[C:12]1[CH2:17][CH2:16][N:15]([C:18]([O:20][C:21]([CH3:24])([CH3:23])[CH3:22])=[O:19])[CH2:14][CH:13]=1.[H][H]. Given the product [F:25][CH:2]([F:1])[O:3][C:4]1[CH:9]=[C:8]([F:10])[C:7]([F:11])=[CH:6][C:5]=1[CH:12]1[CH2:13][CH2:14][N:15]([C:18]([O:20][C:21]([CH3:23])([CH3:22])[CH3:24])=[O:19])[CH2:16][CH2:17]1, predict the reactants needed to synthesize it. (2) Given the product [CH3:21][C:22]1[CH:23]=[C:24]([CH:29]=[CH:30][C:31]=1[C:32]1[C:36]([CH3:37])=[CH:35][S:34][CH:33]=1)[C:25]([OH:27])=[O:26], predict the reactants needed to synthesize it. The reactants are: CC1C=C(C(O)=O)C=CC=1C1C=CC=CC=1C(F)(F)F.[CH3:21][C:22]1[CH:23]=[C:24]([CH:29]=[CH:30][C:31]=1[C:32]1[C:36]([CH3:37])=[CH:35][S:34][CH:33]=1)[C:25]([O:27]C)=[O:26]. (3) Given the product [NH:1]1[C:9]2[C:4](=[C:5]([C:10]3[CH:11]=[C:12]([NH:24][C:25](=[O:27])[CH3:26])[CH:13]=[C:14]([C:16]4[CH:21]=[CH:20][C:19]([F:22])=[CH:18][C:17]=4[F:48])[CH:15]=3)[CH:6]=[CH:7][CH:8]=2)[CH:3]=[CH:2]1, predict the reactants needed to synthesize it. The reactants are: [NH:1]1[C:9]2[C:4](=[C:5]([C:10]3[CH:11]=[C:12]([NH:24][C:25](=[O:27])[CH3:26])[C:13](F)=[C:14]([C:16]4[CH:21]=[CH:20][C:19]([F:22])=[CH:18][CH:17]=4)[CH:15]=3)[CH:6]=[CH:7][CH:8]=2)[CH:3]=[CH:2]1.BrC1C=C(NC(=O)C)C=C(C2C=CC=C3C=2C=CN3)C=1.[F:48]C1C=C(F)C=CC=1B(O)O.[F-].[K+]. (4) Given the product [Cl:24][C:25]1[C:26]([CH2:35][O:36][C:37]2[CH:42]=[CH:41][C:40]([Cl:43])=[C:39]([C:44]([F:47])([F:46])[F:45])[CH:38]=2)=[CH:27][C:28]([F:34])=[C:29]([CH:33]=1)[C:30]([NH:53][S:50](=[O:52])(=[O:51])[NH:49][CH3:48])=[O:31], predict the reactants needed to synthesize it. The reactants are: ClC1C(OC2C=CC(Cl)=C(C(F)(F)F)C=2)=CC(F)=C(C=1)C(O)=O.[Cl:24][C:25]1[C:26]([CH2:35][O:36][C:37]2[CH:42]=[CH:41][C:40]([Cl:43])=[C:39]([C:44]([F:47])([F:46])[F:45])[CH:38]=2)=[CH:27][C:28]([F:34])=[C:29]([CH:33]=1)[C:30](O)=[O:31].[CH3:48][N:49](C)[S:50]([NH2:53])(=[O:52])=[O:51].CNS(N)(=O)=O. (5) Given the product [F:1][C:2]1[CH:3]=[CH:4][C:5](/[C:8](/[CH2:19][N:20]2[CH:24]=[CH:23][N:22]=[CH:21]2)=[CH:9]\[C:10]2[CH:11]=[C:12]([CH:16]=[CH:17][CH:18]=2)[C:13]([NH:51][C@:52]([S:46][CH3:45])([CH2:25][CH3:26])[C:53]([O:54][CH3:55])=[O:38])=[O:14])=[CH:6][CH:7]=1, predict the reactants needed to synthesize it. The reactants are: [F:1][C:2]1[CH:7]=[CH:6][C:5](/[C:8](/[CH2:19][N:20]2[CH:24]=[CH:23][N:22]=[CH:21]2)=[CH:9]\[C:10]2[CH:11]=[C:12]([CH:16]=[CH:17][CH:18]=2)[C:13](O)=[O:14])=[CH:4][CH:3]=1.[CH2:25](Cl)[CH2:26]Cl.C1C=CC2N([OH:38])N=NC=2C=1.COC(=O)[C@](C)(C[CH2:45][S:46]C)N.C[N:51]1C[CH2:55][O:54][CH2:53][CH2:52]1.